Task: Predict the reaction yield, written as a fraction of the theoretical maximum amount of product (1.0 means a 100% yield; for example, 0.34 means a 34% yield).. Dataset: Reaction yield outcomes from USPTO patents with 853,638 reactions (1) The reactants are [C:1]([NH:4][C:5]1[CH:6]=[C:7]2[C:18]3[CH:17]=[CH:16][C:15]([O:19][CH2:20][C@@H:21]([NH:26][C:27](=[O:33])[O:28][C:29]([CH3:32])([CH3:31])[CH3:30])[CH2:22][CH:23]([CH3:25])[CH3:24])=[CH:14][C:13]=3[O:12][CH2:11][C:8]2=[CH:9][N:10]=1)(=[O:3])[CH3:2].C1C(=O)N([Cl:41])C(=O)C1. The catalyst is C(#N)C. The product is [C:1]([NH:4][C:5]1[CH:6]=[C:7]2[C:18]3[CH:17]=[C:16]([Cl:41])[C:15]([O:19][CH2:20][C@@H:21]([NH:26][C:27](=[O:33])[O:28][C:29]([CH3:31])([CH3:30])[CH3:32])[CH2:22][CH:23]([CH3:25])[CH3:24])=[CH:14][C:13]=3[O:12][CH2:11][C:8]2=[CH:9][N:10]=1)(=[O:3])[CH3:2]. The yield is 0.790. (2) The reactants are [NH:1]([CH2:8][C:9]([N:11]1[CH:20]([CH2:21][C:22]2[CH:27]=[CH:26][CH:25]=[CH:24][CH:23]=2)[CH2:19][C:18]2[C:13](=[CH:14][CH:15]=[CH:16][CH:17]=2)[CH2:12]1)=O)[C:2]1[CH:7]=[CH:6][CH:5]=[CH:4][CH:3]=1.[H-].[H-].[H-].[H-].[Li+].[Al+3].Cl.C(=O)(O)[O-].[Na+]. The catalyst is C1COCC1. The product is [C:2]1([NH:1][CH2:8][CH2:9][N:11]2[CH:20]([CH2:21][C:22]3[CH:27]=[CH:26][CH:25]=[CH:24][CH:23]=3)[CH2:19][C:18]3[C:13](=[CH:14][CH:15]=[CH:16][CH:17]=3)[CH2:12]2)[CH:3]=[CH:4][CH:5]=[CH:6][CH:7]=1. The yield is 0.260. (3) The reactants are [N+:1]([C:4]1[C:5](O)=[N:6][C:7]([C:10]2[CH:11]=[N:12][N:13]3[CH:18]=[CH:17][N:16]=[CH:15][C:14]=23)=[N:8][CH:9]=1)([O-:3])=[O:2].P(Cl)(Cl)([Cl:22])=O. No catalyst specified. The product is [Cl:22][C:5]1[C:4]([N+:1]([O-:3])=[O:2])=[CH:9][N:8]=[C:7]([C:10]2[CH:11]=[N:12][N:13]3[CH:18]=[CH:17][N:16]=[CH:15][C:14]=23)[N:6]=1. The yield is 0.860. (4) The reactants are C([O:8][C:9]1[CH:18]=[C:17]2[C:12]([C:13]([NH:21][C:22]3[CH:27]=[CH:26][C:25]([NH:28][C:29](=[O:36])[C:30]4[CH:35]=[CH:34][CH:33]=[CH:32][CH:31]=4)=[CH:24][CH:23]=3)=[C:14]([C:19]#[N:20])[CH:15]=[N:16]2)=[CH:11][C:10]=1[O:37][CH3:38])C1C=CC=CC=1. The catalyst is C1CCCCC=1.CCO.[Pd]. The product is [C:19]([C:14]1[CH:15]=[N:16][C:17]2[C:12]([C:13]=1[NH:21][C:22]1[CH:23]=[CH:24][C:25]([NH:28][C:29](=[O:36])[C:30]3[CH:35]=[CH:34][CH:33]=[CH:32][CH:31]=3)=[CH:26][CH:27]=1)=[CH:11][C:10]([O:37][CH3:38])=[C:9]([OH:8])[CH:18]=2)#[N:20]. The yield is 0.890. (5) The reactants are [CH3:1][O:2][C:3](=[O:15])[C:4]1[CH:9]=[CH:8][C:7](F)=[C:6]([S:11]([CH3:14])(=[O:13])=[O:12])[CH:5]=1.Cl.[CH3:17][NH:18][CH3:19].C(=O)([O-])[O-].[K+].[K+]. The catalyst is CS(C)=O. The product is [CH3:1][O:2][C:3](=[O:15])[C:4]1[CH:9]=[CH:8][C:7]([N:18]([CH3:19])[CH3:17])=[C:6]([S:11]([CH3:14])(=[O:13])=[O:12])[CH:5]=1. The yield is 0.560. (6) The reactants are [C:1]([O:5][C:6]([NH:8][CH2:9][CH2:10][CH2:11][C:12]([OH:14])=[O:13])=[O:7])([CH3:4])([CH3:3])[CH3:2].[C:15]([O-])([O-])=O.[K+].[K+].CI. The catalyst is CC(C)=O. The product is [C:1]([O:5][C:6]([NH:8][CH2:9][CH2:10][CH2:11][C:12]([O:14][CH3:15])=[O:13])=[O:7])([CH3:4])([CH3:2])[CH3:3]. The yield is 0.830. (7) The reactants are Cl[C:2]1[N:7]=[CH:6][N:5]=[C:4]([NH2:8])[CH:3]=1.[OH:9][C:10]1[CH:17]=[CH:16][C:13]([C:14]#[N:15])=[CH:12][CH:11]=1.C([O-])([O-])=O.[K+].[K+]. The catalyst is N1C=CC=CC=1. The product is [NH2:8][C:4]1[N:5]=[CH:6][N:7]=[C:2]([O:9][C:10]2[CH:17]=[CH:16][C:13]([C:14]#[N:15])=[CH:12][CH:11]=2)[CH:3]=1. The yield is 0.550. (8) The reactants are [NH2:1][C:2]1[CH:7]=[CH:6][C:5]([C:8]2[C:13]3[C:14]([NH2:17])=[N:15][O:16][C:12]=3[CH:11]=[CH:10][CH:9]=2)=[CH:4][CH:3]=1.[N-:18]=[C:19]=[O:20].[Na+]. The catalyst is CC(O)=O.O. The product is [NH2:17][C:14]1[C:13]2[C:8]([C:5]3[CH:4]=[CH:3][C:2]([NH:1][C:19]([NH2:18])=[O:20])=[CH:7][CH:6]=3)=[CH:9][CH:10]=[CH:11][C:12]=2[O:16][N:15]=1. The yield is 0.650. (9) The reactants are [Br:1][C:2]1[C:7]([OH:8])=[C:6]([CH2:9][CH2:10][N:11]2[CH2:16][CH2:15][N:14]([C:17]3[CH:26]=[CH:25][CH:24]=[C:23]4[C:18]=3[CH:19]=[CH:20][C:21]([C:27]([F:30])([F:29])[F:28])=[N:22]4)[CH2:13][CH2:12]2)[C:5]([F:31])=[CH:4][CH:3]=1.Br[CH2:33][C:34]([NH2:36])=[O:35].C([O-])([O-])=O.[K+].[K+]. The catalyst is CC(C)=O. The product is [Br:1][C:2]1[C:7]([O:8][CH2:33][C:34]([NH2:36])=[O:35])=[C:6]([CH2:9][CH2:10][N:11]2[CH2:16][CH2:15][N:14]([C:17]3[CH:26]=[CH:25][CH:24]=[C:23]4[C:18]=3[CH:19]=[CH:20][C:21]([C:27]([F:30])([F:29])[F:28])=[N:22]4)[CH2:13][CH2:12]2)[C:5]([F:31])=[CH:4][CH:3]=1. The yield is 0.630.